This data is from Full USPTO retrosynthesis dataset with 1.9M reactions from patents (1976-2016). The task is: Predict the reactants needed to synthesize the given product. The reactants are: [CH3:1][O:2][C:3]1[CH:4]=[C:5]([CH:10]=[C:11]([O:16][CH3:17])[C:12]=1[CH:13]([CH3:15])[CH3:14])[C:6]([O:8]C)=O.[CH3:18][C:19]1[CH:26]=[CH:25][C:22]([CH2:23]Br)=[CH:21][CH:20]=1. Given the product [CH3:18][C:19]1[CH:26]=[CH:25][C:22]([CH2:23][C:6]([C:5]2[CH:10]=[C:11]([O:16][CH3:17])[C:12]([CH:13]([CH3:15])[CH3:14])=[C:3]([O:2][CH3:1])[CH:4]=2)([OH:8])[CH2:6][C:5]2[CH:10]=[CH:11][C:12]([CH3:13])=[CH:3][CH:4]=2)=[CH:21][CH:20]=1, predict the reactants needed to synthesize it.